From a dataset of Peptide-MHC class I binding affinity with 185,985 pairs from IEDB/IMGT. Regression. Given a peptide amino acid sequence and an MHC pseudo amino acid sequence, predict their binding affinity value. This is MHC class I binding data. (1) The peptide sequence is KAKGSRAIW. The MHC is HLA-B58:01 with pseudo-sequence HLA-B58:01. The binding affinity (normalized) is 0.479. (2) The peptide sequence is TTASAKVDM. The MHC is Mamu-A02 with pseudo-sequence Mamu-A02. The binding affinity (normalized) is 0.380. (3) The peptide sequence is GIDTSNNIA. The MHC is HLA-A02:02 with pseudo-sequence HLA-A02:02. The binding affinity (normalized) is 0.000547. (4) The peptide sequence is RSTSLSVSLV. The MHC is HLA-A68:02 with pseudo-sequence HLA-A68:02. The binding affinity (normalized) is 0.489. (5) The peptide sequence is EVDEGSDMM. The MHC is HLA-B27:05 with pseudo-sequence HLA-B27:05. The binding affinity (normalized) is 0.0847. (6) The peptide sequence is FSLINIYSI. The MHC is H-2-Kb with pseudo-sequence H-2-Kb. The binding affinity (normalized) is 0.411. (7) The MHC is Mamu-A01 with pseudo-sequence Mamu-A01. The binding affinity (normalized) is 0.120. The peptide sequence is TSIKPCVKL.